This data is from Forward reaction prediction with 1.9M reactions from USPTO patents (1976-2016). The task is: Predict the product of the given reaction. Given the reactants [CH3:1][C:2]1[N:7]=[C:6]([C:8]2[CH:13]=[CH:12][CH:11]=[C:10]([C:14]3[CH:15]=[C:16]([S:20](Cl)(=[O:22])=[O:21])[CH:17]=[CH:18][CH:19]=3)[N:9]=2)[CH:5]=[C:4]([C:24]2[CH:29]=[CH:28][C:27]([C:30]([F:33])([F:32])[F:31])=[CH:26][CH:25]=2)[CH:3]=1.[NH:34]1[CH2:39][CH2:38][CH:37]([O:40][C:41]2[N:46]=[CH:45][CH:44]=[CH:43][N:42]=2)[CH2:36][CH2:35]1, predict the reaction product. The product is: [CH3:1][C:2]1[N:7]=[C:6]([C:8]2[CH:13]=[CH:12][CH:11]=[C:10]([C:14]3[CH:19]=[CH:18][CH:17]=[C:16]([S:20]([N:34]4[CH2:35][CH2:36][CH:37]([O:40][C:41]5[N:42]=[CH:43][CH:44]=[CH:45][N:46]=5)[CH2:38][CH2:39]4)(=[O:22])=[O:21])[CH:15]=3)[N:9]=2)[CH:5]=[C:4]([C:24]2[CH:29]=[CH:28][C:27]([C:30]([F:33])([F:32])[F:31])=[CH:26][CH:25]=2)[CH:3]=1.